From a dataset of Reaction yield outcomes from USPTO patents with 853,638 reactions. Predict the reaction yield, written as a fraction of the theoretical maximum amount of product (1.0 means a 100% yield; for example, 0.34 means a 34% yield). (1) The reactants are [C:1]([N:9]=[C:10]=[S:11])(=[O:8])[C:2]1[CH:7]=[CH:6][CH:5]=[CH:4][CH:3]=1.[NH2:12][C:13]([CH2:18][CH3:19])([CH2:16][CH3:17])[CH2:14][OH:15].CCCCCC. The catalyst is O1CCCC1. The yield is 0.800. The product is [CH2:16]([C:13]([NH:12][C:10]([NH:9][C:1](=[O:8])[C:2]1[CH:7]=[CH:6][CH:5]=[CH:4][CH:3]=1)=[S:11])([CH2:14][OH:15])[CH2:18][CH3:19])[CH3:17]. (2) The reactants are [CH3:1][N:2]([CH3:24])[C:3]1[CH:8]=[CH:7][C:6]([CH:9]2[C:13]3[C:14]([CH3:21])=[C:15]([OH:20])[C:16]([CH3:19])=[C:17]([CH3:18])[C:12]=3[O:11][C:10]2([CH3:23])[CH3:22])=[CH:5][CH:4]=1.[CH2:25](Br)[C:26]1[CH:31]=[CH:30][CH:29]=[CH:28][CH:27]=1. No catalyst specified. The product is [CH2:25]([O:20][C:15]1[C:16]([CH3:19])=[C:17]([CH3:18])[C:12]2[O:11][C:10]([CH3:22])([CH3:23])[CH:9]([C:6]3[CH:7]=[CH:8][C:3]([N:2]([CH3:1])[CH3:24])=[CH:4][CH:5]=3)[C:13]=2[C:14]=1[CH3:21])[C:26]1[CH:31]=[CH:30][CH:29]=[CH:28][CH:27]=1. The yield is 0.400. (3) The reactants are [Cl:1][C:2]1[CH:7]=[CH:6][CH:5]=[CH:4][C:3]=1[C:8]1[CH:19]=[C:18]2[C:14]([CH:15]=[C:16]([CH:25]=[O:26])[N:17]2[CH2:20][CH2:21][CH2:22][O:23][CH3:24])=[C:13]2[C:9]=1[C:10](=[O:28])[NH:11][C:12]2=[O:27].[Br:29]Br. No catalyst specified. The product is [Br:29][C:15]1[C:14]2[C:18](=[CH:19][C:8]([C:3]3[CH:4]=[CH:5][CH:6]=[CH:7][C:2]=3[Cl:1])=[C:9]3[C:13]=2[C:12](=[O:27])[NH:11][C:10]3=[O:28])[N:17]([CH2:20][CH2:21][CH2:22][O:23][CH3:24])[C:16]=1[CH:25]=[O:26]. The yield is 1.00. (4) The reactants are [I:1][C:2]1[CH:3]=[C:4]2[C:9](=[CH:10][CH:11]=1)[N:8]=[CH:7][N:6]=[C:5]2O.CN(C=O)C.S(Cl)([Cl:20])=O. No catalyst specified. The product is [Cl:20][C:5]1[C:4]2[C:9](=[CH:10][CH:11]=[C:2]([I:1])[CH:3]=2)[N:8]=[CH:7][N:6]=1. The yield is 0.990.